Dataset: Reaction yield outcomes from USPTO patents with 853,638 reactions. Task: Predict the reaction yield, written as a fraction of the theoretical maximum amount of product (1.0 means a 100% yield; for example, 0.34 means a 34% yield). (1) The reactants are Cl.[NH2:2][C:3]1[C:12]2[N:13]=[C:14]([CH2:39][CH2:40][O:41][CH3:42])[N:15]([CH2:16][CH2:17][CH2:18][N:19]([CH2:24][C:25]3[CH:26]=[C:27]([CH:36]=[CH:37][CH:38]=3)[O:28][CH:29]([CH2:34][CH3:35])[C:30]([O:32][CH3:33])=[O:31])[C:20](=[O:23])[CH2:21]Cl)[C:11]=2[C:10]2[CH:9]=[CH:8][CH:7]=[CH:6][C:5]=2[N:4]=1.[CH2:43]([NH:45][CH2:46][CH3:47])[CH3:44]. No catalyst specified. The product is [NH2:2][C:3]1[C:12]2[N:13]=[C:14]([CH2:39][CH2:40][O:41][CH3:42])[N:15]([CH2:16][CH2:17][CH2:18][N:19]([CH2:24][C:25]3[CH:26]=[C:27]([CH:36]=[CH:37][CH:38]=3)[O:28][CH:29]([CH2:34][CH3:35])[C:30]([O:32][CH3:33])=[O:31])[C:20](=[O:23])[CH2:21][N:45]([CH2:46][CH3:47])[CH2:43][CH3:44])[C:11]=2[C:10]2[CH:9]=[CH:8][CH:7]=[CH:6][C:5]=2[N:4]=1. The yield is 0.900. (2) The reactants are Br[C:2]1[C:3]([F:21])=[C:4]([F:20])[C:5]([NH:12][C:13]2[CH:18]=[CH:17][CH:16]=[CH:15][C:14]=2[F:19])=[C:6]([CH:11]=1)[C:7]([O:9][CH3:10])=[O:8].C(N(CC)C(C)C)(C)C.CC1(C)C2C(=C(P(C3C=CC=CC=3)C3C=CC=CC=3)C=CC=2)OC2C(P(C3C=CC=CC=3)C3C=CC=CC=3)=CC=CC1=2.[CH3:73][O:74][C:75]1[CH:80]=[CH:79][C:78]([CH2:81][SH:82])=[CH:77][CH:76]=1. The catalyst is O1CCOCC1.C1C=CC(/C=C/C(/C=C/C2C=CC=CC=2)=O)=CC=1.C1C=CC(/C=C/C(/C=C/C2C=CC=CC=2)=O)=CC=1.C1C=CC(/C=C/C(/C=C/C2C=CC=CC=2)=O)=CC=1.[Pd].[Pd]. The product is [F:20][C:4]1[C:5]([NH:12][C:13]2[CH:18]=[CH:17][CH:16]=[CH:15][C:14]=2[F:19])=[C:6]([CH:11]=[C:2]([S:82][CH2:81][C:78]2[CH:79]=[CH:80][C:75]([O:74][CH3:73])=[CH:76][CH:77]=2)[C:3]=1[F:21])[C:7]([O:9][CH3:10])=[O:8]. The yield is 0.906. (3) The product is [N:6]1[CH:7]=[CH:8][CH:9]=[C:4]([CH:1]([NH2:13])[CH3:2])[CH:5]=1. The reactants are [C:1]([C:4]1[CH:5]=[N:6][CH:7]=[CH:8][CH:9]=1)(=O)[CH3:2].CO.C([BH3-])#[N:13].[Na+].[OH-].[Na+]. The yield is 0.440. The catalyst is N.C(O)(=O)C. (4) The reactants are [N:1]1[C:10]2[C:5](=[CH:6][C:7]([O:11][C:12]3[CH:13]=[C:14]([CH:16]=[CH:17][CH:18]=3)[NH2:15])=[CH:8][CH:9]=2)[N:4]=[CH:3][CH:2]=1.[CH2:19]([S:22](Cl)(=[O:24])=[O:23])[CH2:20][CH3:21]. The catalyst is C(Cl)Cl. The product is [CH2:19]([S:22]([N:15]([C:14]1[CH:16]=[CH:17][CH:18]=[C:12]([O:11][C:7]2[CH:6]=[C:5]3[C:10](=[CH:9][CH:8]=2)[N:1]=[CH:2][CH:3]=[N:4]3)[CH:13]=1)[S:22]([CH2:19][CH2:20][CH3:21])(=[O:24])=[O:23])(=[O:24])=[O:23])[CH2:20][CH3:21]. The yield is 0.720. (5) The reactants are Br[C:2]1[C:3]([N:17]2[CH2:22][CH2:21][CH2:20][C@@H:19]([NH:23][C:24](=[O:30])[O:25][C:26]([CH3:29])([CH3:28])[CH3:27])[CH2:18]2)=[C:4]2[C:10]([NH:11][C:12](=[O:16])[CH:13]([CH3:15])[CH3:14])=[CH:9][NH:8][C:5]2=[N:6][CH:7]=1.[Li]C.[Li]CCCC.[Cl:38]C(Cl)(Cl)C(Cl)(Cl)Cl. The catalyst is C1COCC1.O. The product is [Cl:38][C:2]1[C:3]([N:17]2[CH2:22][CH2:21][CH2:20][C@@H:19]([NH:23][C:24](=[O:30])[O:25][C:26]([CH3:29])([CH3:28])[CH3:27])[CH2:18]2)=[C:4]2[C:10]([NH:11][C:12](=[O:16])[CH:13]([CH3:15])[CH3:14])=[CH:9][NH:8][C:5]2=[N:6][CH:7]=1. The yield is 0.367. (6) The reactants are [F:1][C:2]([F:10])([F:9])[CH:3]([OH:8])[C:4]([F:7])([F:6])[F:5].[H-].[Na+].Cl[C:14]1[C:19]([Cl:20])=[CH:18][C:17]([N+:21]([O-:23])=[O:22])=[CH:16][N:15]=1. The catalyst is C1COCC1. The product is [Cl:20][C:19]1[C:14]([O:8][CH:3]([C:4]([F:7])([F:6])[F:5])[C:2]([F:10])([F:9])[F:1])=[N:15][CH:16]=[C:17]([N+:21]([O-:23])=[O:22])[CH:18]=1. The yield is 1.00. (7) The reactants are C[O:2][C:3](=[O:33])[CH2:4][C:5]1[CH:10]=[CH:9][C:8]([C:11]#[C:12][C:13]2[CH:14]=[C:15]3[C:20](=[C:21]([CH2:23][N:24]([CH:26]4[CH2:28][CH2:27]4)[CH3:25])[CH:22]=2)[O:19][C:18]([CH3:30])([CH3:29])[CH2:17][C:16]3([CH3:32])[CH3:31])=[CH:7][CH:6]=1.[OH-].[Na+]. The catalyst is CO.O1CCCC1. The product is [CH:26]1([N:24]([CH2:23][C:21]2[CH:22]=[C:13]([C:12]#[C:11][C:8]3[CH:9]=[CH:10][C:5]([CH2:4][C:3]([OH:33])=[O:2])=[CH:6][CH:7]=3)[CH:14]=[C:15]3[C:20]=2[O:19][C:18]([CH3:29])([CH3:30])[CH2:17][C:16]3([CH3:32])[CH3:31])[CH3:25])[CH2:28][CH2:27]1. The yield is 0.840. (8) The reactants are BrCCBr.C[Si](Cl)(C)C.[CH3:10][O:11][C:12](=[O:21])/[C:13](/I)=[CH:14]\[CH:15]1[CH2:19][CH2:18][CH2:17][CH2:16]1.C1(P(C2C=CC=CC=2)C2C=CC=CC=2)C=CC=CC=1.Br[C:42]1[CH:43]=[CH:44][C:45]([S:54]([CH3:57])(=[O:56])=[O:55])=[C:46]([N:48]2[C:52]([CH3:53])=[N:51][N:50]=[N:49]2)[CH:47]=1.[Cl-].[NH4+]. The product is [CH3:10][O:11][C:12](=[O:21])/[C:13](/[C:42]1[CH:43]=[CH:44][C:45]([S:54]([CH3:57])(=[O:56])=[O:55])=[C:46]([N:48]2[C:52]([CH3:53])=[N:51][N:50]=[N:49]2)[CH:47]=1)=[CH:14]/[CH:15]1[CH2:19][CH2:18][CH2:17][CH2:16]1. The yield is 0.910. The catalyst is O1CCCC1.[Zn].C1C=CC(/C=C/C(/C=C/C2C=CC=CC=2)=O)=CC=1.C1C=CC(/C=C/C(/C=C/C2C=CC=CC=2)=O)=CC=1.[Pd].